Dataset: Forward reaction prediction with 1.9M reactions from USPTO patents (1976-2016). Task: Predict the product of the given reaction. (1) The product is: [Cl-:23].[CH3:7][C:6]1([CH3:8])[C:2]([CH3:1])([CH3:22])[O:3][B:4]([C:9]2[CH2:14][CH2:13][NH2+:12][CH2:11][CH:10]=2)[O:5]1. Given the reactants [CH3:1][C:2]1([CH3:22])[C:6]([CH3:8])([CH3:7])[O:5][B:4]([C:9]2[CH2:14][CH2:13][N:12](C(OC(C)(C)C)=O)[CH2:11][CH:10]=2)[O:3]1.[ClH:23], predict the reaction product. (2) Given the reactants [Cl:1][C:2]1[CH:3]=[C:4]([CH:8]([O:22][CH2:23][CH2:24][C:25]([O:27]CC)=O)[C@@H:9]2[CH2:14][CH2:13][CH2:12][N:11]([C:15]([O:17][C:18]([CH3:21])([CH3:20])[CH3:19])=[O:16])[CH2:10]2)[CH:5]=[CH:6][CH:7]=1.[CH3:30][NH2:31], predict the reaction product. The product is: [Cl:1][C:2]1[CH:3]=[C:4]([C@H:8]([O:22][CH2:23][CH2:24][C:25]([NH:31][CH3:30])=[O:27])[C@@H:9]2[CH2:14][CH2:13][CH2:12][N:11]([C:15]([O:17][C:18]([CH3:21])([CH3:20])[CH3:19])=[O:16])[CH2:10]2)[CH:5]=[CH:6][CH:7]=1. (3) Given the reactants [CH3:1][N:2]1[C:6]([CH2:7][C:8]([O:10][CH3:11])=[O:9])=[C:5]([N+:12]([O-:14])=[O:13])[CH:4]=[N:3]1.[H-].[Na+].[CH2:17](Br)[CH:18]=[CH2:19], predict the reaction product. The product is: [CH3:1][N:2]1[C:6]([CH:7]([CH2:19][CH:18]=[CH2:17])[C:8]([O:10][CH3:11])=[O:9])=[C:5]([N+:12]([O-:14])=[O:13])[CH:4]=[N:3]1.